This data is from Full USPTO retrosynthesis dataset with 1.9M reactions from patents (1976-2016). The task is: Predict the reactants needed to synthesize the given product. Given the product [CH3:1][O:2][C:3]1[CH:4]=[C:5]([CH:26]=[CH:27][C:28]=1[O:29][CH3:30])[O:6][CH2:7][C:8]1[NH:12][N:11]=[C:10]([C@@H:14]2[CH2:18][CH2:17][CH2:16][NH:15]2)[CH:9]=1, predict the reactants needed to synthesize it. The reactants are: [CH3:1][O:2][C:3]1[CH:4]=[C:5]([CH:26]=[CH:27][C:28]=1[O:29][CH3:30])[O:6][CH2:7][C:8]1[N:12](C)[N:11]=[C:10]([C@@H:14]2[CH2:18][CH2:17][CH2:16][N:15]2C(OC(C)(C)C)=O)[CH:9]=1.COC1C=C(C=CC=1OC)OCC1NN=C([C@@H]2CCCN2C(OC(C)(C)C)=O)C=1.